Dataset: NCI-60 drug combinations with 297,098 pairs across 59 cell lines. Task: Regression. Given two drug SMILES strings and cell line genomic features, predict the synergy score measuring deviation from expected non-interaction effect. (1) Synergy scores: CSS=75.7, Synergy_ZIP=-3.48, Synergy_Bliss=-0.865, Synergy_Loewe=1.88, Synergy_HSA=3.20. Drug 1: CCC1(CC2CC(C3=C(CCN(C2)C1)C4=CC=CC=C4N3)(C5=C(C=C6C(=C5)C78CCN9C7C(C=CC9)(C(C(C8N6C=O)(C(=O)OC)O)OC(=O)C)CC)OC)C(=O)OC)O.OS(=O)(=O)O. Cell line: CCRF-CEM. Drug 2: C1CN(CCN1C(=O)CCBr)C(=O)CCBr. (2) Drug 1: CC1=C2C(C(=O)C3(C(CC4C(C3C(C(C2(C)C)(CC1OC(=O)C(C(C5=CC=CC=C5)NC(=O)OC(C)(C)C)O)O)OC(=O)C6=CC=CC=C6)(CO4)OC(=O)C)O)C)O. Drug 2: N.N.Cl[Pt+2]Cl. Cell line: CCRF-CEM. Synergy scores: CSS=44.7, Synergy_ZIP=1.05, Synergy_Bliss=1.13, Synergy_Loewe=0.497, Synergy_HSA=0.577. (3) Drug 1: CCC1(CC2CC(C3=C(CCN(C2)C1)C4=CC=CC=C4N3)(C5=C(C=C6C(=C5)C78CCN9C7C(C=CC9)(C(C(C8N6C=O)(C(=O)OC)O)OC(=O)C)CC)OC)C(=O)OC)O.OS(=O)(=O)O. Drug 2: CC12CCC3C(C1CCC2OP(=O)(O)O)CCC4=C3C=CC(=C4)OC(=O)N(CCCl)CCCl.[Na+]. Cell line: DU-145. Synergy scores: CSS=11.1, Synergy_ZIP=-0.750, Synergy_Bliss=0.356, Synergy_Loewe=1.84, Synergy_HSA=-0.423. (4) Drug 1: C1CCC(CC1)NC(=O)N(CCCl)N=O. Drug 2: CCC1(CC2CC(C3=C(CCN(C2)C1)C4=CC=CC=C4N3)(C5=C(C=C6C(=C5)C78CCN9C7C(C=CC9)(C(C(C8N6C)(C(=O)OC)O)OC(=O)C)CC)OC)C(=O)OC)O.OS(=O)(=O)O. Cell line: SK-OV-3. Synergy scores: CSS=29.7, Synergy_ZIP=-6.46, Synergy_Bliss=-5.93, Synergy_Loewe=-29.9, Synergy_HSA=-5.03. (5) Cell line: MALME-3M. Drug 1: CC(CN1CC(=O)NC(=O)C1)N2CC(=O)NC(=O)C2. Drug 2: C1CN(CCN1C(=O)CCBr)C(=O)CCBr. Synergy scores: CSS=17.2, Synergy_ZIP=-2.97, Synergy_Bliss=0.569, Synergy_Loewe=-11.1, Synergy_HSA=-0.0303.